Dataset: Peptide-MHC class II binding affinity with 134,281 pairs from IEDB. Task: Regression. Given a peptide amino acid sequence and an MHC pseudo amino acid sequence, predict their binding affinity value. This is MHC class II binding data. The peptide sequence is AAATAGLTVYGAFAA. The MHC is HLA-DQA10102-DQB10602 with pseudo-sequence HLA-DQA10102-DQB10602. The binding affinity (normalized) is 0.659.